From a dataset of Catalyst prediction with 721,799 reactions and 888 catalyst types from USPTO. Predict which catalyst facilitates the given reaction. (1) Reactant: [Br:1][C:2]1[C:7]([C:8]2[C:9](=[O:22])[N:10]([CH2:20][CH3:21])[C:11]3[C:16]([CH:17]=2)=[CH:15][N:14]=[C:13]([NH:18][CH3:19])[CH:12]=3)=[CH:6][C:5]([NH:23][C:24]([NH:26][C:27]2[CH:32]=[CH:31][CH:30]=[C:29]([CH2:33][N:34]3[CH2:39][CH2:38][N:37]([CH3:40])[CH2:36][CH2:35]3)[CH:28]=2)=[O:25])=[C:4]([F:41])[CH:3]=1.[ClH:42]. Product: [ClH:42].[ClH:42].[Br:1][C:2]1[C:7]([C:8]2[C:9](=[O:22])[N:10]([CH2:20][CH3:21])[C:11]3[C:16]([CH:17]=2)=[CH:15][N:14]=[C:13]([NH:18][CH3:19])[CH:12]=3)=[CH:6][C:5]([NH:23][C:24]([NH:26][C:27]2[CH:32]=[CH:31][CH:30]=[C:29]([CH2:33][N:34]3[CH2:35][CH2:36][N:37]([CH3:40])[CH2:38][CH2:39]3)[CH:28]=2)=[O:25])=[C:4]([F:41])[CH:3]=1. The catalyst class is: 23. (2) Reactant: C=O.[NH2:3][C:4]([NH2:6])=[O:5].[N:7]1[C:14]([NH2:15])=[N:13][C:11]([NH2:12])=[N:10][C:8]=1[NH2:9].N(CCO)(CCO)C[CH2:18][OH:19]. Product: [NH2:3][C:4]([NH2:6])=[O:5].[CH2:18]=[O:19].[N:7]1[C:14]([NH2:15])=[N:13][C:11]([NH2:12])=[N:10][C:8]=1[NH2:9]. The catalyst class is: 6.